Dataset: Catalyst prediction with 721,799 reactions and 888 catalyst types from USPTO. Task: Predict which catalyst facilitates the given reaction. (1) Reactant: CS(O[CH2:6][CH:7]1[CH2:19][C:18]2[C:17]3[C:12](=[CH:13][CH:14]=[C:15]([O:20][CH3:21])[CH:16]=3)[NH:11][C:10]=2[C:9](=[O:22])[NH:8]1)(=O)=O.[C-:23]#[N:24].[K+]. Product: [CH3:21][O:20][C:15]1[CH:16]=[C:17]2[C:12](=[CH:13][CH:14]=1)[NH:11][C:10]1[C:9](=[O:22])[NH:8][CH:7]([CH2:6][C:23]#[N:24])[CH2:19][C:18]2=1. The catalyst class is: 9. (2) Reactant: [CH:1]1([S:4]([O:7][CH2:8][CH2:9][CH2:10][CH3:11])(=[O:6])=[O:5])[CH2:3][CH2:2]1.[Li][CH2:13]CCC.IC. The catalyst class is: 1. Product: [CH3:13][C:1]1([S:4]([O:7][CH2:8][CH2:9][CH2:10][CH3:11])(=[O:6])=[O:5])[CH2:3][CH2:2]1. (3) Reactant: [CH2:1]([O:3][C:4]([C:6]1[CH:11]=[CH:10][C:9]([C:12]2[CH:17]=[C:16]([NH2:18])[CH:15]=[CH:14][C:13]=2[Cl:19])=[CH:8][CH:7]=1)=[O:5])[CH3:2].[CH:20]1([N:26]=[C:27]=[O:28])[CH2:25][CH2:24][CH2:23][CH2:22][CH2:21]1.C(N(CC)CC)C. Product: [CH2:1]([O:3][C:4]([C:6]1[CH:11]=[CH:10][C:9]([C:12]2[CH:17]=[C:16]([NH:18][C:27]([NH:26][CH:20]3[CH2:25][CH2:24][CH2:23][CH2:22][CH2:21]3)=[O:28])[CH:15]=[CH:14][C:13]=2[Cl:19])=[CH:8][CH:7]=1)=[O:5])[CH3:2]. The catalyst class is: 1. (4) Reactant: [CH3:1][C:2]1[CH:7]=[CH:6][C:5]([S:8]([N:11]2[C@H:17]([CH2:18][OH:19])[CH2:16][C@@H:15]3[C@@H:13]([CH2:14]3)[CH2:12]2)(=[O:10])=[O:9])=[CH:4][CH:3]=1.C(=O)(O)[O-].[Na+].CC(OI1(OC(C)=O)(OC(C)=O)OC(=O)C2C=CC=CC1=2)=O. Product: [CH3:1][C:2]1[CH:3]=[CH:4][C:5]([S:8]([N:11]2[C@H:17]([CH:18]=[O:19])[CH2:16][C@@H:15]3[C@@H:13]([CH2:14]3)[CH2:12]2)(=[O:10])=[O:9])=[CH:6][CH:7]=1. The catalyst class is: 2. (5) Product: [ClH:41].[N:1]1([C:6]2[N:11]=[CH:10][C:9]([O:12][CH2:13][C:14]3[CH:18]=[N:17][N:16]([CH:19]4[CH2:20][CH2:21][N:22]([C:25](=[O:40])[CH2:26][CH:27]5[CH2:32][CH2:31][NH:30][CH2:29][CH2:28]5)[CH2:23][CH2:24]4)[N:15]=3)=[CH:8][CH:7]=2)[CH:5]=[N:4][N:3]=[N:2]1. Reactant: [N:1]1([C:6]2[N:11]=[CH:10][C:9]([O:12][CH2:13][C:14]3[CH:18]=[N:17][N:16]([CH:19]4[CH2:24][CH2:23][N:22]([C:25](=[O:40])[CH2:26][CH:27]5[CH2:32][CH2:31][N:30](C(OC(C)(C)C)=O)[CH2:29][CH2:28]5)[CH2:21][CH2:20]4)[N:15]=3)=[CH:8][CH:7]=2)[CH:5]=[N:4][N:3]=[N:2]1.[ClH:41]. The catalyst class is: 4. (6) Reactant: [NH2:1][C:2]1[C:3]2[C:10](I)=[CH:9][N:8]([C@@H:12]3[O:27][C@H:26]([CH2:28][O:29][CH2:30][C:31]4[CH:36]=[CH:35][C:34]([Cl:37])=[CH:33][C:32]=4[Cl:38])[C@@H:15]([O:16][CH2:17][C:18]4[CH:23]=[CH:22][C:21]([Cl:24])=[CH:20][C:19]=4[Cl:25])[C@@:13]3([CH3:39])[OH:14])[C:4]=2[N:5]=[CH:6][N:7]=1.C([Sn](CCCC)(CCCC)/[CH:45]=[CH:46]\[C:47]([O-:49])=[O:48])CCC.[CH3:58]N(C=O)C. Product: [NH2:1][C:2]1[C:3]2[C:10]([CH:45]=[CH:46][C:47]([O:49][CH3:58])=[O:48])=[CH:9][N:8]([C@@H:12]3[O:27][C@H:26]([CH2:28][O:29][CH2:30][C:31]4[CH:36]=[CH:35][C:34]([Cl:37])=[CH:33][C:32]=4[Cl:38])[C@@H:15]([O:16][CH2:17][C:18]4[CH:23]=[CH:22][C:21]([Cl:24])=[CH:20][C:19]=4[Cl:25])[C@@:13]3([CH3:39])[OH:14])[C:4]=2[N:5]=[CH:6][N:7]=1. The catalyst class is: 724. (7) Reactant: [Cl:1][C:2]1[C:3]2[CH:10]=[C:9]([C:11]3[CH2:12][CH2:13][N:14]([C:17]([O:19][C:20]([CH3:23])([CH3:22])[CH3:21])=[O:18])[CH2:15][CH:16]=3)[NH:8][C:4]=2[N:5]=[CH:6][N:7]=1.[N:24]12[CH2:31][CH2:30][N:27]([CH2:28][CH2:29]1)[CH2:26][CH2:25]2. Product: [Cl-:1].[C:20]([O:19][C:17]([N:14]1[CH2:15][CH:16]=[C:11]([C:9]2[NH:8][C:4]3[N:5]=[CH:6][N:7]=[C:2]([N+:24]45[CH2:31][CH2:30][N:27]([CH2:28][CH2:29]4)[CH2:26][CH2:25]5)[C:3]=3[CH:10]=2)[CH2:12][CH2:13]1)=[O:18])([CH3:23])([CH3:22])[CH3:21]. The catalyst class is: 16. (8) Reactant: Cl[S:2]([CH:5]1[CH2:10][CH2:9][N:8]([C:11]([O:13][CH2:14][C:15]2[CH:20]=[CH:19][CH:18]=[CH:17][CH:16]=2)=[O:12])[CH2:7][CH2:6]1)(=[O:4])=[O:3].[NH3:21]. Product: [NH2:21][S:2]([CH:5]1[CH2:10][CH2:9][N:8]([C:11]([O:13][CH2:14][C:15]2[CH:20]=[CH:19][CH:18]=[CH:17][CH:16]=2)=[O:12])[CH2:7][CH2:6]1)(=[O:4])=[O:3]. The catalyst class is: 1. (9) Reactant: [Cl:1][C:2]1[CH:7]=[CH:6][CH:5]=[C:4]([Cl:8])[C:3]=1[N:9]1[C:14](=[O:15])[C:13]2[CH:16]=[N:17][C:18]([NH:20][C:21]3[CH:30]=[C:29]4[C:24]([C:25]5([CH2:39][CH2:38]5)[CH2:26][N:27](C(OC(C)(C)C)=O)[CH2:28]4)=[CH:23][CH:22]=3)=[N:19][C:12]=2[N:11]2[CH:40]=[CH:41][N:42]=[C:10]12.C(O)(C(F)(F)F)=O. Product: [Cl:8][C:4]1[CH:5]=[CH:6][CH:7]=[C:2]([Cl:1])[C:3]=1[N:9]1[C:14](=[O:15])[C:13]2[CH:16]=[N:17][C:18]([NH:20][C:21]3[CH:30]=[C:29]4[C:24]([C:25]5([CH2:38][CH2:39]5)[CH2:26][NH:27][CH2:28]4)=[CH:23][CH:22]=3)=[N:19][C:12]=2[N:11]2[CH:40]=[CH:41][N:42]=[C:10]12. The catalyst class is: 4.